From a dataset of Forward reaction prediction with 1.9M reactions from USPTO patents (1976-2016). Predict the product of the given reaction. (1) Given the reactants Cl[C:2]1[N:7]=[C:6]([N:8]([CH3:10])[CH3:9])[C:5]([N+:11]([O-:13])=[O:12])=[CH:4][CH:3]=1.C(N(CC)CC)C.[F:21][C:22]1[CH:29]=[CH:28][C:25]([CH2:26][NH2:27])=[CH:24][CH:23]=1, predict the reaction product. The product is: [CH3:9][N:8]([CH3:10])[C:6]1[C:5]([N+:11]([O-:13])=[O:12])=[CH:4][CH:3]=[C:2]([NH:27][CH2:26][C:25]2[CH:28]=[CH:29][C:22]([F:21])=[CH:23][CH:24]=2)[N:7]=1. (2) The product is: [C:1]1([CH2:17][O:18][C@@H:19]2[C@H:23]([OH:24])[C@@H:22]([CH2:25][OH:26])[O:21][C@H:20]2[N:27]2[C:36]3[N:35]=[CH:34][N:33]=[C:31]([NH:32][C:42](=[O:49])[C:43]4[CH:48]=[CH:47][CH:46]=[CH:45][CH:44]=4)[C:30]=3[N:29]=[CH:28]2)[C:14]2[C:15]3=[C:16]4[C:11](=[CH:12][CH:13]=2)[CH:10]=[CH:9][CH:8]=[C:7]4[CH:6]=[CH:5][C:4]3=[CH:3][CH:2]=1. Given the reactants [C:1]1([CH2:17][O:18][C@@H:19]2[C@H:23]([OH:24])[C@@H:22]([CH2:25][OH:26])[O:21][C@H:20]2[N:27]2[C:36]3[N:35]=[CH:34][N:33]=[C:31]([NH2:32])[C:30]=3[N:29]=[CH:28]2)[C:14]2[C:15]3=[C:16]4[C:11](=[CH:12][CH:13]=2)[CH:10]=[CH:9][CH:8]=[C:7]4[CH:6]=[CH:5][C:4]3=[CH:3][CH:2]=1.C[Si](Cl)(C)C.[C:42](Cl)(=[O:49])[C:43]1[CH:48]=[CH:47][CH:46]=[CH:45][CH:44]=1.N, predict the reaction product. (3) Given the reactants Br[C:2]1[CH:3]=[C:4]2[C:9](=[CH:10][CH:11]=1)[O:8][CH:7]([CH:12]1[CH2:17][CH2:16][O:15][C:14]([CH3:19])([CH3:18])[CH2:13]1)[CH2:6][C:5]2=[O:20].[C:21]([C:23]1[CH:24]=[C:25](B(O)O)[CH:26]=[CH:27][CH:28]=1)#[N:22].C([O-])([O-])=O.[Cs+].[Cs+], predict the reaction product. The product is: [CH3:18][C:14]1([CH3:19])[CH2:13][CH:12]([CH:7]2[CH2:6][C:5](=[O:20])[C:4]3[C:9](=[CH:10][CH:11]=[C:2]([C:27]4[CH:28]=[C:23]([CH:24]=[CH:25][CH:26]=4)[C:21]#[N:22])[CH:3]=3)[O:8]2)[CH2:17][CH2:16][O:15]1. (4) The product is: [CH3:16][O:17][C:18]([C:20]1[CH:25]=[CH:24][C:23]([O:14][CH2:13][C:12]2[C:8]([C:5]3[CH:4]=[CH:3][C:2]([F:1])=[CH:7][N:6]=3)=[N:9][O:10][C:11]=2[CH3:15])=[CH:22][N:21]=1)=[O:19]. Given the reactants [F:1][C:2]1[CH:3]=[CH:4][C:5]([C:8]2[C:12]([CH2:13][OH:14])=[C:11]([CH3:15])[O:10][N:9]=2)=[N:6][CH:7]=1.[CH3:16][O:17][C:18]([C:20]1[CH:25]=[CH:24][C:23](O)=[CH:22][N:21]=1)=[O:19].C1(P(C2C=CC=CC=2)C2C=CC=CC=2)C=CC=CC=1.N(C(OCC)=O)=NC(OCC)=O, predict the reaction product.